From a dataset of Peptide-MHC class I binding affinity with 185,985 pairs from IEDB/IMGT. Regression. Given a peptide amino acid sequence and an MHC pseudo amino acid sequence, predict their binding affinity value. This is MHC class I binding data. (1) The peptide sequence is KSAQVPLPL. The MHC is HLA-B07:02 with pseudo-sequence HLA-B07:02. The binding affinity (normalized) is 0.463. (2) The MHC is HLA-B40:01 with pseudo-sequence HLA-B40:01. The peptide sequence is MEFIDGISLG. The binding affinity (normalized) is 0.545. (3) The peptide sequence is PVPVPAPV. The MHC is Mamu-A01 with pseudo-sequence Mamu-A01. The binding affinity (normalized) is 0.378. (4) The peptide sequence is RVEESRARL. The MHC is HLA-B18:01 with pseudo-sequence HLA-B18:01. The binding affinity (normalized) is 0.0847.